From a dataset of Catalyst prediction with 721,799 reactions and 888 catalyst types from USPTO. Predict which catalyst facilitates the given reaction. (1) Reactant: [C:1]([O:10][CH3:11])(=[O:9])[C:2]1[C:3](=[CH:5][CH:6]=[CH:7][CH:8]=1)[NH2:4].Br[C:13]1[C:25]2[NH:24][C:23]3[C:18](=[CH:19][CH:20]=[CH:21][CH:22]=3)[C:17]=2[CH:16]=[CH:15][CH:14]=1.C1(P(C2C=CC=CC=2)C2C3OC4C(=CC=CC=4P(C4C=CC=CC=4)C4C=CC=CC=4)C(C)(C)C=3C=CC=2)C=CC=CC=1.C([O-])([O-])=O.[Cs+].[Cs+]. Product: [C:22]1([NH:4][C:3]2[CH:5]=[CH:6][CH:7]=[CH:8][C:2]=2[C:1]([O:10][CH3:11])=[O:9])[C:23]2[NH:24][C:25]3[C:17](=[CH:16][CH:15]=[CH:14][CH:13]=3)[C:18]=2[CH:19]=[CH:20][CH:21]=1. The catalyst class is: 222. (2) Reactant: [CH:1]1([NH:4][CH2:5][CH2:6][CH2:7][C:8]2([CH3:27])[S:12][C:11]([NH:13][C@H:14]([C:16]3[CH:21]=[CH:20][CH:19]=[CH:18][C:17]=3[C:22]([F:25])([F:24])[F:23])[CH3:15])=[N:10][C:9]2=[O:26])[CH2:3][CH2:2]1.[O:28]1[CH:32]=[CH:31][C:30]([C:33](O)=[O:34])=[CH:29]1.CN(C(ON1N=NC2C=CC=CC1=2)=[N+](C)C)C.[B-](F)(F)(F)F.C(N(CC)C(C)C)(C)C. Product: [CH:1]1([N:4]([CH2:5][CH2:6][CH2:7][C:8]2([CH3:27])[S:12][C:11]([NH:13][C@H:14]([C:16]3[CH:21]=[CH:20][CH:19]=[CH:18][C:17]=3[C:22]([F:23])([F:25])[F:24])[CH3:15])=[N:10][C:9]2=[O:26])[C:33]([C:30]2[CH:31]=[CH:32][O:28][CH:29]=2)=[O:34])[CH2:2][CH2:3]1. The catalyst class is: 3. (3) Reactant: [CH:1]1[C:6]([NH2:7])=[CH:5][CH:4]=[C:3]([OH:8])[CH:2]=1.CN(C)C=O.[F:14][C:15]1[CH:16]=[C:17]2[C:22](=[CH:23][CH:24]=1)[N:21]=[C:20]([CH:25]=[CH:26][C:27]1[O:28][C:29]([N+:32]([O-:34])=[O:33])=[CH:30][CH:31]=1)[N:19]=[C:18]2Cl. Product: [F:14][C:15]1[CH:16]=[C:17]2[C:22](=[CH:23][CH:24]=1)[N:21]=[C:20]([CH:25]=[CH:26][C:27]1[O:28][C:29]([N+:32]([O-:34])=[O:33])=[CH:30][CH:31]=1)[N:19]=[C:18]2[NH:7][C:6]1[CH:5]=[CH:4][C:3]([OH:8])=[CH:2][CH:1]=1. The catalyst class is: 6. (4) Reactant: [C:1]([C:3]1[CH:42]=[CH:41][C:6]2[N:7](COCC[Si](C)(C)C)[C:8]([C:10]([C:14]3[C:22]([O:23][CH3:24])=[CH:21][C:20]([CH3:25])=[C:19]4[C:15]=3[CH:16]=[CH:17][N:18]4C(OC(C)(C)C)=O)([O:12][CH3:13])[CH3:11])=[N:9][C:5]=2[CH:4]=1)#[N:2].C(C1C=CC2N=C(C(C3C(OC)=CC(C)=C4C=3C=CN4C(OC(C)(C)C)=O)(OC)C)N(COCC[Si](C)(C)C)C=2C=1)#N.CCCC[N+](CCCC)(CCCC)CCCC.[F-].C(N)CN.[Cl-].[NH4+].C(=O)([O-])[O-].[Cs+].[Cs+]. Product: [CH3:13][O:12][C:10]([C:8]1[NH:7][C:6]2[CH:41]=[CH:42][C:3]([C:1]#[N:2])=[CH:4][C:5]=2[N:9]=1)([C:14]1[C:22]([O:23][CH3:24])=[CH:21][C:20]([CH3:25])=[C:19]2[C:15]=1[CH:16]=[CH:17][NH:18]2)[CH3:11]. The catalyst class is: 54. (5) Reactant: Cl.[NH2:2][C:3]1[CH:34]=[CH:33][C:6]([CH2:7][NH:8][C:9]2[N:14]=[C:13]([NH:15][C:16]3[CH:17]=[N:18][C:19]([NH:22][CH2:23][CH2:24][CH2:25][NH2:26])=N[CH:21]=3)[N:12]=[C:11]([O:27][CH2:28][C:29]([F:32])([F:31])[F:30])[N:10]=2)=[CH:5][CH:4]=1.[CH3:35]CN(C(C)C)C(C)C.[Cl:44]C(Cl)C.CCN(C(N1N=NN(C2C(Cl)=CC=CC=2)C1=O)=O)C1CCCCC1. Product: [ClH:44].[NH2:2][C:3]1[CH:34]=[CH:33][C:6]([CH2:7][NH:8][C:9]2[N:14]=[C:13]([NH:15][C:16]3[CH:17]=[N:18][C:19]([NH:22][CH2:23][CH2:24][CH2:25][NH2:26])=[CH:35][CH:21]=3)[N:12]=[C:11]([O:27][CH2:28][C:29]([F:32])([F:31])[F:30])[N:10]=2)=[CH:5][CH:4]=1. The catalyst class is: 3. (6) Reactant: [NH2:1][C:2]1[CH:7]=[C:6](I)[N:5]=[C:4]([C:9]([O:11][CH3:12])=[O:10])[C:3]=1[Cl:13].[Br:14][C:15]1[CH:20]=[CH:19][C:18](B(O)O)=[C:17]([F:24])[C:16]=1[O:25][CH3:26].[F-].[Cs+].[CH2:29]([CH2:32]OC)[O:30]C. Product: [C:29]([NH:1][C:2]1[CH:7]=[C:6]([C:18]2[CH:19]=[CH:20][C:15]([Br:14])=[C:16]([O:25][CH3:26])[C:17]=2[F:24])[N:5]=[C:4]([C:9]([O:11][CH3:12])=[O:10])[C:3]=1[Cl:13])(=[O:30])[CH3:32]. The catalyst class is: 6. (7) Reactant: [C:1]([OH:12])(=[O:11])[CH2:2][CH2:3][C:4]#[C:5][CH2:6][CH2:7][C:8]([OH:10])=[O:9]. Product: [C:1]([OH:12])(=[O:11])[CH2:2][CH2:3][CH2:4][CH2:5][CH2:6][CH2:7][C:8]([OH:10])=[O:9]. The catalyst class is: 63. (8) Reactant: [CH2:1]([O:3][C:4]([N:6]1[CH2:11][CH2:10][N:9]([C:12]([CH:14]([NH:24]C(OCC2C=CC=CC=2)=O)[CH2:15][CH2:16][C:17]([O:19][C:20]([CH3:23])([CH3:22])[CH3:21])=[O:18])=[O:13])[CH2:8][CH2:7]1)=[O:5])[CH3:2]. Product: [CH2:1]([O:3][C:4]([N:6]1[CH2:7][CH2:8][N:9]([C:12]([CH:14]([NH2:24])[CH2:15][CH2:16][C:17]([O:19][C:20]([CH3:23])([CH3:22])[CH3:21])=[O:18])=[O:13])[CH2:10][CH2:11]1)=[O:5])[CH3:2]. The catalyst class is: 19. (9) Reactant: [Br:1][C:2]1[N:7]=[C:6]([C:8]2[C:16]3[C:11](=[N:12][C:13](Cl)=[N:14][CH:15]=3)[N:10]([C:18]([C:31]3[CH:36]=[CH:35][CH:34]=[CH:33][CH:32]=3)([C:25]3[CH:30]=[CH:29][CH:28]=[CH:27][CH:26]=3)[C:19]3[CH:24]=[CH:23][CH:22]=[CH:21][CH:20]=3)[N:9]=2)[CH:5]=[CH:4][CH:3]=1.[CH3:37][C:38]([O:41][C:42]([NH:44][CH:45]1[CH2:50][CH2:49][CH:48]([NH2:51])[CH2:47][CH2:46]1)=[O:43])([CH3:40])[CH3:39].CCN(CC)CC. Product: [C:38]([O:41][C:42](=[O:43])[NH:44][CH:45]1[CH2:46][CH2:47][CH:48]([NH:51][C:13]2[N:12]=[C:11]3[N:10]([C:18]([C:25]4[CH:30]=[CH:29][CH:28]=[CH:27][CH:26]=4)([C:19]4[CH:24]=[CH:23][CH:22]=[CH:21][CH:20]=4)[C:31]4[CH:36]=[CH:35][CH:34]=[CH:33][CH:32]=4)[N:9]=[C:8]([C:6]4[CH:5]=[CH:4][CH:3]=[C:2]([Br:1])[N:7]=4)[C:16]3=[CH:15][N:14]=2)[CH2:49][CH2:50]1)([CH3:40])([CH3:37])[CH3:39]. The catalyst class is: 41.